This data is from Reaction yield outcomes from USPTO patents with 853,638 reactions. The task is: Predict the reaction yield, written as a fraction of the theoretical maximum amount of product (1.0 means a 100% yield; for example, 0.34 means a 34% yield). (1) The reactants are [NH2:1][C:2]1[N:3]=[C:4]([Cl:24])[C:5]2[C:11](=[O:12])[CH2:10][CH2:9][N:8]([CH2:13][C:14]3[C:19]([CH3:20])=[C:18]([O:21][CH3:22])[C:17]([CH3:23])=[CH:16][N:15]=3)[C:6]=2[N:7]=1.C(=O)([O-])[O-].[Cs+].[Cs+].[CH:31](=[O:35])[CH:32]([CH3:34])[CH3:33]. The catalyst is CS(C)=O.C(OCC)(=O)C.[NH4+].[Cl-]. The product is [NH2:1][C:2]1[N:3]=[C:4]([Cl:24])[C:5]2[C:11](=[O:12])[CH:10]([CH:31]([OH:35])[CH:32]([CH3:34])[CH3:33])[CH2:9][N:8]([CH2:13][C:14]3[C:19]([CH3:20])=[C:18]([O:21][CH3:22])[C:17]([CH3:23])=[CH:16][N:15]=3)[C:6]=2[N:7]=1. The yield is 0.580. (2) The reactants are [Br:1][C:2]1[C:7]([O:8][CH3:9])=[CH:6][C:5]([C:10]2[N:11]=[CH:12][O:13][CH:14]=2)=[CH:4][C:3]=1[O:15][CH3:16].[Li+].CC([N-]C(C)C)C.CON(C)[C:28](=[O:44])[CH:29]([O:42][CH3:43])[C:30]1[CH:35]=[CH:34][C:33]([N:36]2[CH2:41][CH2:40][O:39][CH2:38][CH2:37]2)=[CH:32][CH:31]=1. The product is [Br:1][C:2]1[C:7]([O:8][CH3:9])=[CH:6][C:5]([C:10]2[N:11]=[C:12]([C:28](=[O:44])[CH:29]([O:42][CH3:43])[C:30]3[CH:31]=[CH:32][C:33]([N:36]4[CH2:37][CH2:38][O:39][CH2:40][CH2:41]4)=[CH:34][CH:35]=3)[O:13][CH:14]=2)=[CH:4][C:3]=1[O:15][CH3:16]. The yield is 0.340. The catalyst is C1COCC1.